Dataset: Forward reaction prediction with 1.9M reactions from USPTO patents (1976-2016). Task: Predict the product of the given reaction. (1) Given the reactants [C:1]1([S:7]([NH:10][NH:11][C:12](=[O:20])[C:13]2[CH:18]=[CH:17][C:16]([NH2:19])=[CH:15][CH:14]=2)(=[O:9])=[O:8])[CH:6]=[CH:5][CH:4]=[CH:3][CH:2]=1.C(O)(=O)C.[CH:25](=O)[C:26]1[CH:31]=[CH:30][CH:29]=[CH:28][CH:27]=1.C(O[BH-](OC(=O)C)OC(=O)C)(=O)C.[Na+], predict the reaction product. The product is: [C:1]1([S:7]([NH:10][NH:11][C:12](=[O:20])[C:13]2[CH:14]=[CH:15][C:16]([NH:19][CH2:25][C:26]3[CH:31]=[CH:30][CH:29]=[CH:28][CH:27]=3)=[CH:17][CH:18]=2)(=[O:9])=[O:8])[CH:2]=[CH:3][CH:4]=[CH:5][CH:6]=1. (2) Given the reactants [F:1][C:2]1[CH:3]=[CH:4][C:5]([NH:8][NH2:9])=[N:6][CH:7]=1.[F:10][C@H:11]1[CH2:15][N:14]([CH3:16])[C@H:13]([C:17](O)=[O:18])[CH2:12]1.C1C=CC2N(O)N=NC=2C=1.C(Cl)CCl, predict the reaction product. The product is: [F:1][C:2]1[CH:3]=[CH:4][C:5]([NH:8][NH:9][C:17]([C@@H:13]2[CH2:12][C@@H:11]([F:10])[CH2:15][N:14]2[CH3:16])=[O:18])=[N:6][CH:7]=1.